Predict the product of the given reaction. From a dataset of Forward reaction prediction with 1.9M reactions from USPTO patents (1976-2016). Given the reactants [Br:1]Br.[CH3:3][O:4][C:5]([C:7]1[S:8][C:9]([C:13]2[CH:18]=[CH:17][C:16]([O:19][CH3:20])=[CH:15][CH:14]=2)=[C:10]([CH3:12])[CH:11]=1)=[O:6], predict the reaction product. The product is: [Br:1][C:17]1[CH:18]=[C:13]([C:9]2[S:8][C:7]([C:5]([O:4][CH3:3])=[O:6])=[CH:11][C:10]=2[CH3:12])[CH:14]=[CH:15][C:16]=1[O:19][CH3:20].